This data is from Peptide-MHC class I binding affinity with 185,985 pairs from IEDB/IMGT. The task is: Regression. Given a peptide amino acid sequence and an MHC pseudo amino acid sequence, predict their binding affinity value. This is MHC class I binding data. The peptide sequence is GFPFFIMPK. The MHC is HLA-A02:12 with pseudo-sequence HLA-A02:12. The binding affinity (normalized) is 0.0847.